From a dataset of Full USPTO retrosynthesis dataset with 1.9M reactions from patents (1976-2016). Predict the reactants needed to synthesize the given product. (1) Given the product [O:7]([C:1]1[CH:2]=[CH:3][C:4]([S:15]([OH:18])(=[O:17])=[O:16])=[CH:5][CH:6]=1)[C:8]1[CH:9]=[CH:10][CH:11]=[CH:12][CH:13]=1, predict the reactants needed to synthesize it. The reactants are: [C:1]1([O:7][C:8]2[CH:13]=[CH:12][CH:11]=[CH:10][CH:9]=2)[CH:6]=[CH:5][CH:4]=[CH:3][CH:2]=1.Cl[S:15]([OH:18])(=[O:17])=[O:16]. (2) Given the product [Cl:26][C:19]1[CH:18]=[C:17]([CH:22]=[CH:21][C:20]=1[C:2]1[CH:11]=[CH:10][C:9]2[C:4](=[CH:5][CH:6]=[C:7]([O:12][CH3:13])[CH:8]=2)[N:3]=1)[C:14]([OH:16])=[O:15], predict the reactants needed to synthesize it. The reactants are: Cl[C:2]1[CH:11]=[CH:10][C:9]2[C:4](=[CH:5][CH:6]=[C:7]([O:12][CH3:13])[CH:8]=2)[N:3]=1.[C:14]([C:17]1[CH:22]=[CH:21][C:20](B(O)O)=[C:19]([Cl:26])[CH:18]=1)([OH:16])=[O:15].C([O-])([O-])=O.[K+].[K+].